From a dataset of Full USPTO retrosynthesis dataset with 1.9M reactions from patents (1976-2016). Predict the reactants needed to synthesize the given product. (1) The reactants are: [NH2:1][C:2]1[CH:3]=[C:4]([CH:8]=[C:9](Br)[CH:10]=1)[C:5]([NH2:7])=[O:6].[C:12]([Si:14]([CH:21]([CH3:23])[CH3:22])([CH:18]([CH3:20])[CH3:19])[CH:15]([CH3:17])[CH3:16])#[CH:13]. Given the product [NH2:1][C:2]1[CH:3]=[C:4]([CH:8]=[C:9]([C:13]#[C:12][Si:14]([CH:15]([CH3:17])[CH3:16])([CH:21]([CH3:23])[CH3:22])[CH:18]([CH3:20])[CH3:19])[CH:10]=1)[C:5]([NH2:7])=[O:6], predict the reactants needed to synthesize it. (2) The reactants are: N[C:2]1[S:3][CH:4]([C:19]2[CH:24]=[CH:23][CH:22]=[CH:21][CH:20]=2)[C:5]([C:8]2[CH:9]=[CH:10][C:11]3[O:16][CH2:15][C:14](=[O:17])[NH:13][C:12]=3[CH:18]=2)=[CH:6][N:7]=1.N(OCCC(C)C)=[O:26].O. Given the product [O:26]=[C:2]1[NH:7][CH:6]=[C:5]([C:8]2[CH:9]=[CH:10][C:11]3[O:16][CH2:15][C:14](=[O:17])[NH:13][C:12]=3[CH:18]=2)[CH:4]([C:19]2[CH:24]=[CH:23][CH:22]=[CH:21][CH:20]=2)[S:3]1, predict the reactants needed to synthesize it. (3) Given the product [CH2:52]([C:49]1[CH:50]=[CH:51][C:46]([CH2:45][CH2:44][NH:43][C:41]([N:38]2[CH2:39][CH2:40][CH:35]([NH:34][C:33]3[CH:54]=[CH:55][C:30]([CH2:29][CH2:28][NH:27][CH2:26][C@H:25]([OH:56])[CH2:24][O:23][C:22]4[CH:21]=[CH:20][C:19]([OH:18])=[CH:58][CH:57]=4)=[CH:31][CH:32]=3)[CH2:36][CH2:37]2)=[O:42])=[CH:47][CH:48]=1)[CH3:53], predict the reactants needed to synthesize it. The reactants are: [Si]([O:18][C:19]1[CH:58]=[CH:57][C:22]([O:23][CH2:24][C@@H:25]([OH:56])[CH2:26][NH:27][CH2:28][CH2:29][C:30]2[CH:55]=[CH:54][C:33]([NH:34][CH:35]3[CH2:40][CH2:39][N:38]([C:41]([NH:43][CH2:44][CH2:45][C:46]4[CH:51]=[CH:50][C:49]([CH2:52][CH3:53])=[CH:48][CH:47]=4)=[O:42])[CH2:37][CH2:36]3)=[CH:32][CH:31]=2)=[CH:21][CH:20]=1)(C(C)(C)C)(C1C=CC=CC=1)C1C=CC=CC=1.